This data is from Full USPTO retrosynthesis dataset with 1.9M reactions from patents (1976-2016). The task is: Predict the reactants needed to synthesize the given product. (1) Given the product [N+:49]([C:52]1[CH:58]=[CH:57][CH:56]=[CH:55][C:53]=1[NH:54][C:2]1[S:6][C:5]([C:7]([O:9][CH3:10])=[O:8])=[C:4]([O:11][Si:12]([CH:19]([CH3:21])[CH3:20])([CH:16]([CH3:18])[CH3:17])[CH:13]([CH3:15])[CH3:14])[CH:3]=1)([O-:51])=[O:50], predict the reactants needed to synthesize it. The reactants are: I[C:2]1[S:6][C:5]([C:7]([O:9][CH3:10])=[O:8])=[C:4]([O:11][Si:12]([CH:19]([CH3:21])[CH3:20])([CH:16]([CH3:18])[CH3:17])[CH:13]([CH3:15])[CH3:14])[CH:3]=1.C(P(C(C)(C)C)C1C=CC=CC=1C1C=CC=CC=1)(C)(C)C.C(=O)([O-])[O-].[Cs+].[Cs+].[N+:49]([C:52]1[CH:58]=[CH:57][CH:56]=[CH:55][C:53]=1[NH2:54])([O-:51])=[O:50]. (2) Given the product [CH:1]([N:14]1[CH2:17][CH:16]([O:18][C:19](=[O:21])[CH3:20])[CH2:15]1)([C:8]1[CH:13]=[CH:12][CH:11]=[CH:10][CH:9]=1)[C:2]1[CH:3]=[CH:4][CH:5]=[CH:6][CH:7]=1, predict the reactants needed to synthesize it. The reactants are: [CH:1]([N:14]1[CH2:17][CH:16]([OH:18])[CH2:15]1)([C:8]1[CH:13]=[CH:12][CH:11]=[CH:10][CH:9]=1)[C:2]1[CH:7]=[CH:6][CH:5]=[CH:4][CH:3]=1.[C:19](OC(=O)C)(=[O:21])[CH3:20].C(N(CC)CC)C. (3) Given the product [CH2:1]([O:3][C:4]([C:6]1[CH:7]=[N:8][N:9]([C:11]2[N:15]([CH2:16][O:17][CH2:18][CH2:19][O:20][CH3:21])[C:14]3[CH:22]=[C:23]([Cl:27])[C:24]([NH:26][C:41](=[O:42])[CH3:39])=[CH:25][C:13]=3[N:12]=2)[CH:10]=1)=[O:5])[CH3:2], predict the reactants needed to synthesize it. The reactants are: [CH2:1]([O:3][C:4]([C:6]1[CH:7]=[N:8][N:9]([C:11]2[N:15]([CH2:16][O:17][CH2:18][CH2:19][O:20][CH3:21])[C:14]3[CH:22]=[C:23]([Cl:27])[C:24]([NH2:26])=[CH:25][C:13]=3[N:12]=2)[CH:10]=1)=[O:5])[CH3:2].NC1C(Cl)=CC2NC(N3C=[C:39]([C:41](O)=[O:42])C=N3)=NC=2C=1.C(N(C(C)C)CC)(C)C.C(Cl)(=O)C. (4) Given the product [CH:1]1([CH:7]([NH:19][C:20]2[CH:21]=[CH:22][C:23]([C:26]([N:28]([CH3:36])[CH2:29][CH2:30][C:31]([O:33][CH2:34][CH3:35])=[O:32])=[O:27])=[CH:24][CH:25]=2)[C:8]2[O:9][C:10]3[CH:17]=[CH:16][C:15]([O:18][CH2:43][C:39]4[CH:38]=[N:37][CH:42]=[CH:41][CH:40]=4)=[CH:14][C:11]=3[C:12]=2[CH3:13])[CH2:6][CH2:5][CH2:4][CH2:3][CH2:2]1, predict the reactants needed to synthesize it. The reactants are: [CH:1]1([CH:7]([NH:19][C:20]2[CH:25]=[CH:24][C:23]([C:26]([N:28]([CH3:36])[CH2:29][CH2:30][C:31]([O:33][CH2:34][CH3:35])=[O:32])=[O:27])=[CH:22][CH:21]=2)[C:8]2[O:9][C:10]3[CH:17]=[CH:16][C:15]([OH:18])=[CH:14][C:11]=3[C:12]=2[CH3:13])[CH2:6][CH2:5][CH2:4][CH2:3][CH2:2]1.[N:37]1[CH:42]=[CH:41][CH:40]=[C:39]([CH2:43]O)[CH:38]=1.C(P(CCCC)CCCC)CCC.N(C(N1CCCCC1)=O)=NC(N1CCCCC1)=O. (5) Given the product [C:1]([CH2:4][NH:5][CH:6]1[CH2:10][CH2:9][N:8]([C:11]2[CH:12]=[CH:13][C:14]([NH:17][C:18](=[O:28])[CH:19]([C:21]3[CH:26]=[CH:25][C:24]([O:27][CH2:30][CH:31]4[CH2:33][CH2:32]4)=[CH:23][CH:22]=3)[CH3:20])=[CH:15][CH:16]=2)[CH2:7]1)(=[O:3])[CH3:2], predict the reactants needed to synthesize it. The reactants are: [C:1]([CH2:4][NH:5][CH:6]1[CH2:10][CH2:9][N:8]([C:11]2[CH:16]=[CH:15][C:14]([NH:17][C:18](=[O:28])[CH:19]([C:21]3[CH:26]=[CH:25][C:24]([OH:27])=[CH:23][CH:22]=3)[CH3:20])=[CH:13][CH:12]=2)[CH2:7]1)(=[O:3])[CH3:2].Br[CH2:30][CH:31]1[CH2:33][CH2:32]1. (6) Given the product [CH:1]1([S:4]([C:5]2[CH:35]=[CH:34][C:8]([CH2:9][NH:10][C:11]([C:13]3[C:18](=[O:19])[C:17]([C:20]4[CH:25]=[CH:24][CH:23]=[C:22]([C:26]([F:29])([F:28])[F:27])[CH:21]=4)=[C:16]([CH3:30])[N:15]([CH:31]([CH3:32])[CH3:33])[CH:14]=3)=[O:12])=[CH:7][CH:6]=2)=[N:38][C:37]#[N:36])[CH2:2][CH2:3]1, predict the reactants needed to synthesize it. The reactants are: [CH:1]1([S:4][C:5]2[CH:35]=[CH:34][C:8]([CH2:9][NH:10][C:11]([C:13]3[C:18](=[O:19])[C:17]([C:20]4[CH:25]=[CH:24][CH:23]=[C:22]([C:26]([F:29])([F:28])[F:27])[CH:21]=4)=[C:16]([CH3:30])[N:15]([CH:31]([CH3:33])[CH3:32])[CH:14]=3)=[O:12])=[CH:7][CH:6]=2)[CH2:3][CH2:2]1.[N:36]#[C:37][NH2:38].BrN1C(=O)CCC1=O.CC(C)([O-])C.[K+].S([O-])([O-])(=O)=S.[Na+].[Na+]. (7) Given the product [CH3:23][C:20]([NH:19][CH2:15][C:13]1[CH:12]=[CH:11][CH:10]=[C:9]([C:5]2[CH:6]=[CH:7][CH:8]=[C:3]([Si:2]([CH3:18])([CH3:17])[CH3:1])[CH:4]=2)[N:14]=1)([CH3:24])[CH2:21][OH:22], predict the reactants needed to synthesize it. The reactants are: [CH3:1][Si:2]([CH3:18])([CH3:17])[C:3]1[CH:4]=[C:5]([C:9]2[N:14]=[C:13]([CH:15]=O)[CH:12]=[CH:11][CH:10]=2)[CH:6]=[CH:7][CH:8]=1.[NH2:19][C:20]([CH3:24])([CH3:23])[CH2:21][OH:22].C(O)(=O)C.C([BH3-])#N. (8) Given the product [N:1]1[S:10][CH:8]=[C:3]2[CH:4]=[CH:5][CH:6]=[CH:7][C:2]=12, predict the reactants needed to synthesize it. The reactants are: [NH2:1][C:2]1[C:3]([CH3:8])=[CH:4][CH:5]=[CH:6][CH:7]=1.O=[S:10](Cl)Cl.S(=NS(C)(=O)=O)=O.N1C=CC=CC=1. (9) Given the product [CH3:1][N:2]1[CH2:3][CH2:4][N:5]([C:8]2[CH:13]=[CH:12][C:11]([C:14]([F:17])([F:15])[F:16])=[CH:10][C:9]=2[NH2:18])[CH2:6][CH2:7]1, predict the reactants needed to synthesize it. The reactants are: [CH3:1][N:2]1[CH2:7][CH2:6][N:5]([C:8]2[CH:13]=[CH:12][C:11]([C:14]([F:17])([F:16])[F:15])=[CH:10][C:9]=2[N+:18]([O-])=O)[CH2:4][CH2:3]1.